Predict the product of the given reaction. From a dataset of Forward reaction prediction with 1.9M reactions from USPTO patents (1976-2016). (1) Given the reactants [CH3:1][O:2][C:3]1[CH:25]=[CH:24][C:6]([CH2:7][CH:8]2[C:13]([CH3:15])([CH3:14])[C:12](=[O:16])[C:11](=[CH:17][C:18]3[CH:23]=[CH:22][CH:21]=[CH:20][N:19]=3)[CH2:10][NH:9]2)=[CH:5][CH:4]=1.[CH3:26][C:27]1[CH:32]=[CH:31][CH:30]=[C:29]([CH3:33])[C:28]=1[N:34]=[C:35]=[O:36], predict the reaction product. The product is: [CH3:33][C:29]1[CH:30]=[CH:31][CH:32]=[C:27]([CH3:26])[C:28]=1[NH:34][C:35]([N:9]1[CH2:10][C:11](=[CH:17][C:18]2[CH:23]=[CH:22][CH:21]=[CH:20][N:19]=2)[C:12](=[O:16])[C:13]([CH3:15])([CH3:14])[CH:8]1[CH2:7][C:6]1[CH:24]=[CH:25][C:3]([O:2][CH3:1])=[CH:4][CH:5]=1)=[O:36]. (2) Given the reactants [C:1]([C:5]1[CH:10]=[CH:9][C:8]([N:11]2[C:15](=[O:16])[C:14]([CH3:18])([CH3:17])[N:13]([CH2:19][C:20]3[CH:25]=[CH:24][N:23]4[O:26][C:27](=S)[N:28]=[C:22]4[CH:21]=3)[C:12]2=[O:30])=[CH:7][CH:6]=1)([CH3:4])([CH3:3])[CH3:2].[CH3:31][N:32]([CH3:37])[CH2:33][CH2:34][CH2:35][NH2:36], predict the reaction product. The product is: [C:1]([C:5]1[CH:10]=[CH:9][C:8]([N:11]2[C:15](=[O:16])[C:14]([CH3:18])([CH3:17])[N:13]([CH2:19][C:20]3[CH:25]=[CH:24][N:23]=[C:22]([NH:28][C:27]([NH:36][CH2:35][CH2:34][CH2:33][N:32]([CH3:37])[CH3:31])=[O:26])[CH:21]=3)[C:12]2=[O:30])=[CH:7][CH:6]=1)([CH3:4])([CH3:3])[CH3:2]. (3) Given the reactants [CH3:1][C@H:2]1[CH2:7][NH:6][CH2:5][CH2:4][NH:3]1.[CH3:8][C:9]([O:12][C:13](ON=C(C1C=CC=CC=1)C#N)=[O:14])([CH3:11])[CH3:10], predict the reaction product. The product is: [CH3:1][C@@H:2]1[NH:3][CH2:4][CH2:5][N:6]([C:13]([O:12][C:9]([CH3:11])([CH3:10])[CH3:8])=[O:14])[CH2:7]1. (4) Given the reactants [CH2:1]([O:8][C:9]1[CH:14]=[CH:13][C:12]([Br:15])=[CH:11][C:10]=1[CH2:16][CH2:17][NH2:18])[C:2]1[CH:7]=[CH:6][CH:5]=[CH:4][CH:3]=1.Cl[C:20]1[CH:25]=[CH:24][C:23]([C:26]([O:28][C:29]([CH3:32])([CH3:31])[CH3:30])=[O:27])=[CH:22][N:21]=1.C(=O)([O-])[O-].[K+].[K+].C(OCC)C, predict the reaction product. The product is: [CH2:1]([O:8][C:9]1[CH:14]=[CH:13][C:12]([Br:15])=[CH:11][C:10]=1[CH2:16][CH2:17][NH:18][C:20]1[CH:25]=[CH:24][C:23]([C:26]([O:28][C:29]([CH3:32])([CH3:31])[CH3:30])=[O:27])=[CH:22][N:21]=1)[C:2]1[CH:3]=[CH:4][CH:5]=[CH:6][CH:7]=1.